This data is from Reaction yield outcomes from USPTO patents with 853,638 reactions. The task is: Predict the reaction yield, written as a fraction of the theoretical maximum amount of product (1.0 means a 100% yield; for example, 0.34 means a 34% yield). (1) The reactants are [ClH:1].[CH3:2][O:3][C:4]1[CH:5]=[C:6](/[C:12](=[CH:15]/[C:16]2[O:17][C:18]([N:21]([CH2:23][CH2:24][N:25]([CH3:27])[CH3:26])[CH3:22])=[CH:19][CH:20]=2)/[C:13]#[N:14])[CH:7]=[CH:8][C:9]=1[O:10][CH3:11]. No catalyst specified. The product is [ClH:1].[CH3:2][O:3][C:4]1[CH:5]=[C:6](/[C:12](=[CH:15]/[C:16]2[O:17][C:18]([N:21]([CH2:23][CH2:24][N:25]([CH3:27])[CH3:26])[CH3:22])=[CH:19][CH:20]=2)/[C:13]#[N:14])[CH:7]=[CH:8][C:9]=1[O:10][CH3:11]. The yield is 0.900. (2) The reactants are Cl[C:2]1[N:7]=[C:6]([N:8]([CH3:10])[CH3:9])[CH:5]=[CH:4][N:3]=1.[CH2:11]([O:18][C:19](=[O:29])[NH:20][CH2:21][C@H:22]1[CH2:27][CH2:26][C@@H:25]([NH2:28])[CH2:24][CH2:23]1)[C:12]1[CH:17]=[CH:16][CH:15]=[CH:14][CH:13]=1.C([O-])(O)=O.[Na+]. The catalyst is CC(O)C. The product is [CH2:11]([O:18][C:19](=[O:29])[NH:20][CH2:21][C@H:22]1[CH2:27][CH2:26][C@@H:25]([NH:28][C:2]2[N:7]=[C:6]([N:8]([CH3:10])[CH3:9])[CH:5]=[CH:4][N:3]=2)[CH2:24][CH2:23]1)[C:12]1[CH:13]=[CH:14][CH:15]=[CH:16][CH:17]=1. The yield is 0.220.